This data is from Catalyst prediction with 721,799 reactions and 888 catalyst types from USPTO. The task is: Predict which catalyst facilitates the given reaction. (1) Product: [CH3:39][C:4]1([CH3:38])[CH2:3][CH:2]([O:1][Si:54]([CH:61]([CH3:63])[CH3:62])([CH:58]([CH3:60])[CH3:59])[CH:55]([CH3:57])[CH3:56])[C:11]2[C:6](=[CH:7][CH:8]=[C:9]([N:12]3[C:17](=[O:18])[C:16]([CH2:19][C:20]4[CH:25]=[CH:24][C:23]([C:26]5[C:27]([C:32]#[N:33])=[CH:28][CH:29]=[CH:30][CH:31]=5)=[CH:22][CH:21]=4)=[C:15]([CH2:34][CH2:35][CH3:36])[N:14]=[C:13]3[CH3:37])[CH:10]=2)[O:5]1. The catalyst class is: 96. Reactant: [OH:1][CH:2]1[C:11]2[C:6](=[CH:7][CH:8]=[C:9]([N:12]3[C:17](=[O:18])[C:16]([CH2:19][C:20]4[CH:25]=[CH:24][C:23]([C:26]5[C:27]([C:32]#[N:33])=[CH:28][CH:29]=[CH:30][CH:31]=5)=[CH:22][CH:21]=4)=[C:15]([CH2:34][CH2:35][CH3:36])[N:14]=[C:13]3[CH3:37])[CH:10]=2)[O:5][C:4]([CH3:39])([CH3:38])[CH2:3]1.N1C(C)=CC=CC=1C.FC(F)(F)S(O[Si:54]([CH:61]([CH3:63])[CH3:62])([CH:58]([CH3:60])[CH3:59])[CH:55]([CH3:57])[CH3:56])(=O)=O. (2) Reactant: [N:1]1([C:7]([NH:9][C:10]2([C:16]([O:18]CC3C=CC=CC=3)=[O:17])[CH2:15][CH2:14][CH2:13][CH2:12][CH2:11]2)=[O:8])[CH2:6][CH2:5][O:4][CH2:3][CH2:2]1. Product: [N:1]1([C:7]([NH:9][C:10]2([C:16]([OH:18])=[O:17])[CH2:15][CH2:14][CH2:13][CH2:12][CH2:11]2)=[O:8])[CH2:6][CH2:5][O:4][CH2:3][CH2:2]1. The catalyst class is: 19. (3) Reactant: Br[C:2]1[CH:14]=[CH:13][C:5]2[C:6]([NH:9][CH:10]3[CH2:12][CH2:11]3)=[N:7][O:8][C:4]=2[CH:3]=1.[CH:15]1([NH:18][C:19](=[O:37])[C:20]2[CH:25]=[C:24](B3OC(C)(C)C(C)(C)O3)[C:23]([CH3:35])=[C:22]([F:36])[CH:21]=2)[CH2:17][CH2:16]1.C(=O)([O-])O.[Na+]. Product: [CH:15]1([NH:18][C:19](=[O:37])[C:20]2[CH:21]=[C:22]([F:36])[C:23]([CH3:35])=[C:24]([C:2]3[CH:14]=[CH:13][C:5]4[C:6]([NH:9][CH:10]5[CH2:12][CH2:11]5)=[N:7][O:8][C:4]=4[CH:3]=3)[CH:25]=2)[CH2:16][CH2:17]1. The catalyst class is: 32. (4) Reactant: [N:1]1[CH:6]=[CH:5][CH:4]=[N:3][C:2]=1[N:7]1[CH2:12][CH2:11][N:10]([C:13]2[CH:23]=[CH:22][C:16]([C:17]([O:19]CC)=O)=[CH:15][CH:14]=2)[CH2:9][CH2:8]1.O.[NH2:25][NH2:26].O. Product: [N:1]1[CH:6]=[CH:5][CH:4]=[N:3][C:2]=1[N:7]1[CH2:12][CH2:11][N:10]([C:13]2[CH:23]=[CH:22][C:16]([C:17]([NH:25][NH2:26])=[O:19])=[CH:15][CH:14]=2)[CH2:9][CH2:8]1. The catalyst class is: 8. (5) Reactant: [H-].[Na+].[CH3:3][C:4]1[C:12]2[C:7](=[CH:8][CH:9]=[CH:10][C:11]=2[C:13]2[CH:14]=[N:15][C:16]3[C:21]([CH:22]=2)=[CH:20][CH:19]=[CH:18][CH:17]=3)[NH:6][N:5]=1.[Br:23][C:24]1[CH:31]=[C:30](F)[CH:29]=[CH:28][C:25]=1[C:26]#[N:27]. Product: [Br:23][C:24]1[CH:31]=[C:30]([N:6]2[C:7]3[C:12](=[C:11]([C:13]4[CH:14]=[N:15][C:16]5[C:21]([CH:22]=4)=[CH:20][CH:19]=[CH:18][CH:17]=5)[CH:10]=[CH:9][CH:8]=3)[C:4]([CH3:3])=[N:5]2)[CH:29]=[CH:28][C:25]=1[C:26]#[N:27]. The catalyst class is: 288. (6) Reactant: [CH3:1][NH2:2].Cl[C:4]1[CH:9]=[CH:8][C:7]([N+:10]([O-:12])=[O:11])=[CH:6][N:5]=1. Product: [CH3:1][NH:2][C:4]1[CH:9]=[CH:8][C:7]([N+:10]([O-:12])=[O:11])=[CH:6][N:5]=1. The catalyst class is: 4.